From a dataset of Peptide-MHC class II binding affinity with 134,281 pairs from IEDB. Regression. Given a peptide amino acid sequence and an MHC pseudo amino acid sequence, predict their binding affinity value. This is MHC class II binding data. The peptide sequence is FSTGLIIQGLKLMNS. The MHC is DRB1_0101 with pseudo-sequence DRB1_0101. The binding affinity (normalized) is 0.762.